Dataset: Reaction yield outcomes from USPTO patents with 853,638 reactions. Task: Predict the reaction yield, written as a fraction of the theoretical maximum amount of product (1.0 means a 100% yield; for example, 0.34 means a 34% yield). (1) The reactants are [Br:1][C:2]1[C:3]([O:11][CH3:12])=[CH:4][C:5]([Cl:10])=[C:6]([CH:9]=1)[C:7]#N.[OH2:13].[OH-:14].[Na+]. The catalyst is C(O)C. The product is [Br:1][C:2]1[C:3]([O:11][CH3:12])=[CH:4][C:5]([Cl:10])=[C:6]([CH:9]=1)[C:7]([OH:14])=[O:13]. The yield is 0.980. (2) The reactants are [CH3:1][N:2]([CH:10]1[CH2:15][CH2:14][N:13]([CH3:16])[CH2:12][CH2:11]1)[C:3]1[CH:8]=[CH:7][CH:6]=[C:5]([NH2:9])[N:4]=1.[CH:17]1([C:21]([Cl:23])=[O:22])[CH2:20][CH2:19][CH2:18]1. The catalyst is N1C=CC=CC=1. The product is [ClH:23].[CH3:1][N:2]([CH:10]1[CH2:15][CH2:14][N:13]([CH3:16])[CH2:12][CH2:11]1)[C:3]1[N:4]=[C:5]([NH:9][C:21]([CH:17]2[CH2:20][CH2:19][CH2:18]2)=[O:22])[CH:6]=[CH:7][CH:8]=1. The yield is 0.880.